Dataset: Reaction yield outcomes from USPTO patents with 853,638 reactions. Task: Predict the reaction yield, written as a fraction of the theoretical maximum amount of product (1.0 means a 100% yield; for example, 0.34 means a 34% yield). (1) The reactants are [Br:1][C:2]1[CH:3]=[C:4]2[C:8](=[CH:9][C:10]=1[N+:11]([O-:13])=[O:12])[NH:7][CH2:6][CH2:5]2.C(C1C(=O)C(Cl)=C(Cl)C(=O)C=1C#N)#N. The catalyst is O1CCOCC1. The product is [Br:1][C:2]1[CH:3]=[C:4]2[C:8](=[CH:9][C:10]=1[N+:11]([O-:13])=[O:12])[NH:7][CH:6]=[CH:5]2. The yield is 0.380. (2) The reactants are Cl.[CH:2]1([NH:8][C:9]2[C:10]3[CH:27]=[N:26][N:25]([CH2:28][CH3:29])[C:11]=3[N:12]=[CH:13][C:14]=2[C:15]2[CH2:19][C:18]3([CH2:24][CH2:23][NH:22][CH2:21][CH2:20]3)[O:17][N:16]=2)[CH2:7][CH2:6][CH2:5][CH2:4][CH2:3]1.C(N(CC)CC)C.[C:37](Cl)(=[O:42])[C:38]([CH3:41])([CH3:40])[CH3:39]. The catalyst is ClCCl. The product is [CH:2]1([NH:8][C:9]2[C:10]3[CH:27]=[N:26][N:25]([CH2:28][CH3:29])[C:11]=3[N:12]=[CH:13][C:14]=2[C:15]2[CH2:19][C:18]3([CH2:24][CH2:23][N:22]([C:37](=[O:42])[C:38]([CH3:41])([CH3:40])[CH3:39])[CH2:21][CH2:20]3)[O:17][N:16]=2)[CH2:3][CH2:4][CH2:5][CH2:6][CH2:7]1. The yield is 0.660. (3) The reactants are [Cl:1][C:2]1[CH:3]=[CH:4][C:5]([CH2:8][O:9][C:10]2[CH:15]=[CH:14][N:13]([C:16]3[CH:24]=[C:23]4[C:19]([C:20]5[CH2:29][CH2:28][N:27](C(OC(C)(C)C)=O)[CH2:26][C:21]=5[N:22]4[CH3:25])=[CH:18][CH:17]=3)[C:12](=[O:37])[CH:11]=2)=[N:6][CH:7]=1.C1(N)C(F)=C(F)C(F)=C(N)C=1F.[ClH:50].Cl. No catalyst specified. The product is [ClH:1].[ClH:50].[Cl:1][C:2]1[CH:3]=[CH:4][C:5]([CH2:8][O:9][C:10]2[CH:15]=[CH:14][N:13]([C:16]3[CH:24]=[C:23]4[C:19]([C:20]5[CH2:29][CH2:28][NH:27][CH2:26][C:21]=5[N:22]4[CH3:25])=[CH:18][CH:17]=3)[C:12](=[O:37])[CH:11]=2)=[N:6][CH:7]=1. The yield is 0.940. (4) The reactants are [OH:1][NH:2][C:3]([C:5]1([S:15]([C:18]2[CH:23]=[CH:22][C:21]([O:24][C:25]3[CH:30]=[CH:29][C:28]([O:31][C:32]([F:35])([F:34])[F:33])=[CH:27][CH:26]=3)=[CH:20][CH:19]=2)(=[O:17])=[O:16])[CH2:10][CH2:9][N:8]([CH2:11][CH2:12][O:13][CH3:14])[CH2:7][CH2:6]1)=[O:4].[P:36](=[O:40])([OH:39])([OH:38])[OH:37]. The catalyst is C(OCC)(=O)C. The product is [P:36]([OH:40])([OH:39])([OH:38])=[O:37].[OH:1][NH:2][C:3]([C:5]1([S:15]([C:18]2[CH:23]=[CH:22][C:21]([O:24][C:25]3[CH:26]=[CH:27][C:28]([O:31][C:32]([F:35])([F:33])[F:34])=[CH:29][CH:30]=3)=[CH:20][CH:19]=2)(=[O:17])=[O:16])[CH2:6][CH2:7][N:8]([CH2:11][CH2:12][O:13][CH3:14])[CH2:9][CH2:10]1)=[O:4]. The yield is 0.590. (5) The reactants are [CH2:1]([NH:9][C:10]1[CH:20]=[CH:19][C:13]([C:14]([O:16][CH2:17][CH3:18])=[O:15])=[CH:12][C:11]=1[N+:21]([O-])=O)[CH2:2][CH2:3][CH2:4][CH2:5][CH2:6][CH2:7][CH3:8].[H][H]. The catalyst is [OH-].[OH-].[Pd+2]. The product is [NH2:21][C:11]1[CH:12]=[C:13]([CH:19]=[CH:20][C:10]=1[NH:9][CH2:1][CH2:2][CH2:3][CH2:4][CH2:5][CH2:6][CH2:7][CH3:8])[C:14]([O:16][CH2:17][CH3:18])=[O:15]. The yield is 0.900. (6) The reactants are [NH2:1][C:2]1[C:3]([C:7]2[N:8]([CH2:37][CH3:38])[C:9]3[C:14]([O:15][CH2:16][CH:17]4[CH2:22][CH2:21][CH2:20][N:19](C(OC(C)(C)C)=O)[CH2:18]4)=[CH:13][N:12]=[C:11]([C:30]#[C:31][C:32]([OH:35])([CH3:34])[CH3:33])[C:10]=3[N:36]=2)=[N:4][O:5][N:6]=1.C(O)(C(F)(F)F)=O.O.[OH-].[Na+]. The catalyst is C(Cl)Cl.C1COCC1.C(OCC)(=O)C. The product is [NH2:1][C:2]1[C:3]([C:7]2[N:8]([CH2:37][CH3:38])[C:9]3[C:14]([O:15][CH2:16][CH:17]4[CH2:22][CH2:21][CH2:20][NH:19][CH2:18]4)=[CH:13][N:12]=[C:11]([C:30]#[C:31][C:32]([CH3:33])([OH:35])[CH3:34])[C:10]=3[N:36]=2)=[N:4][O:5][N:6]=1. The yield is 0.930. (7) The reactants are [NH:1]1[CH2:5][CH2:4][CH2:3][CH2:2]1.[CH3:6][CH:7]1[C@H:15]2[N:11]([CH2:12][CH2:13][CH2:14]2)[C:10](=[O:16])[CH2:9][C:8]1=O. The catalyst is C(O)C. The product is [CH3:6][CH:7]1[C@H:15]2[N:11]([CH2:12][CH2:13][CH2:14]2)[C:10](=[O:16])[CH:9]=[C:8]1[N:1]1[CH2:5][CH2:4][CH2:3][CH2:2]1. The yield is 1.00.